From a dataset of Forward reaction prediction with 1.9M reactions from USPTO patents (1976-2016). Predict the product of the given reaction. (1) Given the reactants Cl[C:2]1[N:7]=[C:6]([Cl:8])[C:5]([C:9]#[N:10])=[CH:4][N:3]=1.[NH3:11].CO, predict the reaction product. The product is: [NH2:11][C:2]1[N:7]=[C:6]([Cl:8])[C:5]([C:9]#[N:10])=[CH:4][N:3]=1. (2) Given the reactants [O:1]=[C:2]1[C:11]2[C:6](=[CH:7][CH:8]=[CH:9][CH:10]=2)[C:5]2[C:12](=O)[C:13]3[CH:14]=[CH:15][CH:16]=[CH:17][C:18]=3[C:4]=2[NH:3]1.C([SiH](CC)CC)C.CO.C(Cl)Cl, predict the reaction product. The product is: [O:1]=[C:2]1[C:11]2[C:6](=[CH:7][CH:8]=[CH:9][CH:10]=2)[C:5]2[CH2:12][C:13]3[CH:14]=[CH:15][CH:16]=[CH:17][C:18]=3[C:4]=2[NH:3]1. (3) Given the reactants [OH:1][CH:2]([CH:13]([OH:24])[C:14]([O:16]N1C(=O)CCC1=O)=O)[C:3]([O:5]N1C(=O)CCC1=O)=O.[NH2:25][CH2:26][CH2:27][O:28][CH2:29][CH2:30][O:31][CH2:32][CH2:33][O:34][CH2:35][CH2:36][NH:37][S:38]([C:41]1[CH:46]=[CH:45][C:44]([CH:47]2[C:56]3[C:51](=[C:52]([Cl:58])[CH:53]=[C:54]([Cl:57])[CH:55]=3)[CH2:50][N:49]([CH3:59])[CH2:48]2)=[CH:43][CH:42]=1)(=[O:40])=[O:39], predict the reaction product. The product is: [Cl:57][C:54]1[CH:55]=[C:56]2[C:51](=[C:52]([Cl:58])[CH:53]=1)[CH2:50][N:49]([CH3:59])[CH2:48][CH:47]2[C:44]1[CH:43]=[CH:42][C:41]([S:38]([NH:37][CH2:36][CH2:35][O:34][CH2:33][CH2:32][O:31][CH2:30][CH2:29][O:28][CH2:27][CH2:26][NH:25][C:3](=[O:5])[CH:2]([OH:1])[CH:13]([OH:24])[C:14]([NH:25][CH2:26][CH2:27][O:28][CH2:29][CH2:30][O:31][CH2:32][CH2:33][O:34][CH2:35][CH2:36][NH:37][S:38]([C:41]2[CH:42]=[CH:43][C:44]([CH:47]3[C:56]4[C:51](=[C:52]([Cl:58])[CH:53]=[C:54]([Cl:57])[CH:55]=4)[CH2:50][N:49]([CH3:59])[CH2:48]3)=[CH:45][CH:46]=2)(=[O:40])=[O:39])=[O:16])(=[O:40])=[O:39])=[CH:46][CH:45]=1. (4) Given the reactants C(OC([NH:8][C@H:9]([CH2:16][C:17]1[CH:22]=[CH:21][C:20]([C:23]2[CH:28]=[C:27]([Cl:29])[CH:26]=[CH:25][C:24]=2[Cl:30])=[CH:19][CH:18]=1)[CH2:10][C:11]([O:13][CH2:14][CH3:15])=[O:12])=O)(C)(C)C.Cl.O1CCOCC1, predict the reaction product. The product is: [ClH:29].[NH2:8][C@H:9]([CH2:16][C:17]1[CH:22]=[CH:21][C:20]([C:23]2[CH:28]=[C:27]([Cl:29])[CH:26]=[CH:25][C:24]=2[Cl:30])=[CH:19][CH:18]=1)[CH2:10][C:11]([O:13][CH2:14][CH3:15])=[O:12]. (5) The product is: [CH:22]1([C:25]2[NH:29][N:28]=[C:27]([NH:30][C:5]3[CH:4]=[C:3]([F:12])[C:2]([F:1])=[CH:7][C:6]=3[N+:8]([O-:10])=[O:9])[CH:26]=2)[CH2:24][CH2:23]1. Given the reactants [F:1][C:2]1[CH:7]=[C:6]([N+:8]([O-:10])=[O:9])[C:5](F)=[CH:4][C:3]=1[F:12].CCN(C(C)C)C(C)C.[CH:22]1([C:25]2[NH:29][N:28]=[C:27]([NH2:30])[CH:26]=2)[CH2:24][CH2:23]1, predict the reaction product. (6) Given the reactants Br[C:2]1[C:3]([NH2:8])=[N:4][CH:5]=[CH:6][CH:7]=1.[F:9][C:10]1[CH:15]=[C:14](B2OC(C)(C)C(C)(C)O2)[CH:13]=[CH:12][C:11]=1[C:25]1[CH:26]=[N:27][C:28]([NH2:31])=[N:29][CH:30]=1, predict the reaction product. The product is: [NH2:8][C:3]1[C:2]([C:14]2[CH:13]=[CH:12][C:11]([C:25]3[CH:30]=[N:29][C:28]([NH2:31])=[N:27][CH:26]=3)=[C:10]([F:9])[CH:15]=2)=[CH:7][CH:6]=[CH:5][N:4]=1.